The task is: Predict the reaction yield, written as a fraction of the theoretical maximum amount of product (1.0 means a 100% yield; for example, 0.34 means a 34% yield).. This data is from Reaction yield outcomes from USPTO patents with 853,638 reactions. The reactants are [Br:1][C:2]1[C:3]([O:12][C@H:13]2[CH2:18][CH2:17][C@@H:16]([CH:19]([CH3:21])[CH3:20])[CH2:15][CH2:14]2)=[N:4][C:5]([CH3:11])=[C:6]([N+:8]([O-])=O)[CH:7]=1.[Cl-].[NH4+]. The catalyst is CCO.O.[Fe]. The product is [Br:1][C:2]1[CH:7]=[C:6]([NH2:8])[C:5]([CH3:11])=[N:4][C:3]=1[O:12][C@H:13]1[CH2:14][CH2:15][C@@H:16]([CH:19]([CH3:20])[CH3:21])[CH2:17][CH2:18]1. The yield is 1.01.